This data is from TCR-epitope binding with 47,182 pairs between 192 epitopes and 23,139 TCRs. The task is: Binary Classification. Given a T-cell receptor sequence (or CDR3 region) and an epitope sequence, predict whether binding occurs between them. (1) The epitope is LLWNGPMAV. The TCR CDR3 sequence is CASSTEREAPYEQYF. Result: 1 (the TCR binds to the epitope). (2) The epitope is LLQTGIHVRVSQPSL. The TCR CDR3 sequence is CASRRDGTGTYEQYF. Result: 1 (the TCR binds to the epitope). (3) The epitope is KLVALGINAV. The TCR CDR3 sequence is CASKMGAEAFF. Result: 1 (the TCR binds to the epitope). (4) The epitope is NYSGVVTTVMF. The TCR CDR3 sequence is CASSLTRYYEQYF. Result: 0 (the TCR does not bind to the epitope). (5) The epitope is LPPAYTNSF. The TCR CDR3 sequence is CASSLRNPYEQYF. Result: 0 (the TCR does not bind to the epitope). (6) The epitope is TVYDPLQPELDSFK. The TCR CDR3 sequence is CASTASYGYTF. Result: 0 (the TCR does not bind to the epitope). (7) The epitope is LLLGIGILV. The TCR CDR3 sequence is CASSQWTGDYEQYF. Result: 0 (the TCR does not bind to the epitope). (8) The epitope is TSDLATNNLVVMAY. The TCR CDR3 sequence is CASSPGPSEQYF. Result: 1 (the TCR binds to the epitope). (9) The epitope is LEPLVDLPI. The TCR CDR3 sequence is CSVEGTPGQYNEQFF. Result: 1 (the TCR binds to the epitope). (10) The epitope is KLFIRQEEV. The TCR CDR3 sequence is CASSSWGPNGYEQYF. Result: 0 (the TCR does not bind to the epitope).